The task is: Predict which catalyst facilitates the given reaction.. This data is from Catalyst prediction with 721,799 reactions and 888 catalyst types from USPTO. (1) Reactant: [F:1][C:2]1[CH:31]=[C:30]([N:32]=[C:33]=[S:34])[CH:29]=[CH:28][C:3]=1[O:4][C:5]1[C:14]2[C:9](=[CH:10][C:11]([O:17][CH2:18][CH2:19][CH2:20][N:21]3[CH2:26][CH2:25][CH2:24][CH2:23][CH2:22]3)=[C:12]([O:15][CH3:16])[CH:13]=2)[NH:8][C:7](=O)[CH:6]=1.O.[NH2:36][NH2:37]. Product: [N:21]1([CH2:20][CH2:19][CH2:18][O:17][C:11]2[CH:10]=[C:9]3[C:14]([C:5]([O:4][C:3]4[CH:28]=[CH:29][C:30]([NH:32][C:33](=[S:34])[NH:36][NH2:37])=[CH:31][C:2]=4[F:1])=[CH:6][CH:7]=[N:8]3)=[CH:13][C:12]=2[O:15][CH3:16])[CH2:26][CH2:25][CH2:24][CH2:23][CH2:22]1. The catalyst class is: 2. (2) Reactant: NC(N)=O.Cl.[C:6]1([C:12]([CH:14]2[CH2:19][CH2:18][NH:17][CH2:16][CH2:15]2)=O)[CH:11]=[CH:10][CH:9]=[CH:8][CH:7]=1.CCN(C(C)C)C(C)C.[C:29](O[C:29]([O:31][C:32]([CH3:35])([CH3:34])[CH3:33])=[O:30])([O:31][C:32]([CH3:35])([CH3:34])[CH3:33])=[O:30]. Product: [CH2:12]([CH:14]1[CH2:19][CH2:18][N:17]([C:29]([O:31][C:32]([CH3:35])([CH3:34])[CH3:33])=[O:30])[CH2:16][CH2:15]1)[C:6]1[CH:11]=[CH:10][CH:9]=[CH:8][CH:7]=1. The catalyst class is: 2. (3) Reactant: C(N(CC)CC)C.[CH3:8][O:9][C:10]1[CH:18]=[C:17]2[C:13]([C:14]([CH:20]=[O:21])=[N:15][N:16]2[CH3:19])=[CH:12][CH:11]=1.[CH:22](=[N:29][C:30]1[CH:35]=[CH:34][CH:33]=[C:32]([O:36][CH3:37])[CH:31]=1)[C:23]1[CH:28]=[CH:27][CH:26]=[CH:25][CH:24]=1. Product: [CH3:8][O:9][C:10]1[CH:18]=[C:17]2[C:13]([C:14]([C:20](=[O:21])[CH:22]([NH:29][C:30]3[CH:35]=[CH:34][CH:33]=[C:32]([O:36][CH3:37])[CH:31]=3)[C:23]3[CH:24]=[CH:25][CH:26]=[CH:27][CH:28]=3)=[N:15][N:16]2[CH3:19])=[CH:12][CH:11]=1. The catalyst class is: 433. (4) Reactant: [NH4+:1].[Cl-].[Al+3].[Cl-].[Cl-].[Cl-].[CH2:7]([C:10]1[C:11]([O:26][C:27]([CH3:33])([CH3:32])[C:28](OC)=[O:29])=[C:12]([CH2:23][CH2:24][CH3:25])[C:13]2[O:17][N:16]=[C:15]([C:18]([F:21])([F:20])[F:19])[C:14]=2[CH:22]=1)[CH2:8][CH3:9]. Product: [CH2:7]([C:10]1[C:11]([O:26][C:27]([CH3:33])([CH3:32])[C:28]([NH2:1])=[O:29])=[C:12]([CH2:23][CH2:24][CH3:25])[C:13]2[O:17][N:16]=[C:15]([C:18]([F:21])([F:20])[F:19])[C:14]=2[CH:22]=1)[CH2:8][CH3:9]. The catalyst class is: 11. (5) Reactant: [N+:1]([C:4]1[CH:5]=[C:6]([CH2:10][OH:11])[CH:7]=[CH:8][CH:9]=1)([O-:3])=[O:2].N1C=CN=C1.[CH3:17][C:18]([Si:21](Cl)([CH3:23])[CH3:22])([CH3:20])[CH3:19]. Product: [C:18]([Si:21]([CH3:23])([CH3:22])[O:11][CH2:10][C:6]1[CH:7]=[CH:8][CH:9]=[C:4]([N+:1]([O-:3])=[O:2])[CH:5]=1)([CH3:20])([CH3:19])[CH3:17]. The catalyst class is: 2. (6) Reactant: [C:1]([C:5]1[CH:41]=[CH:40][C:8]([C:9]([NH:11][C:12]2[CH:17]=[CH:16][CH:15]=[C:14]([C:18]3[N:19]=[C:20]([NH:27][C:28]4[CH:33]=[CH:32][C:31]([N:34]5[CH2:39][CH2:38][NH:37][CH2:36][CH2:35]5)=[CH:30][CH:29]=4)[C:21]4[N:22]([CH:24]=[CH:25][N:26]=4)[CH:23]=3)[CH:13]=2)=[O:10])=[CH:7][CH:6]=1)([CH3:4])([CH3:3])[CH3:2].C(N(CC)CC)C.[C:49](OC(=O)C)(=[O:51])[CH3:50].ClCCl. Product: [C:49]([N:37]1[CH2:36][CH2:35][N:34]([C:31]2[CH:32]=[CH:33][C:28]([NH:27][C:20]3[C:21]4[N:22]([CH:24]=[CH:25][N:26]=4)[CH:23]=[C:18]([C:14]4[CH:13]=[C:12]([NH:11][C:9](=[O:10])[C:8]5[CH:7]=[CH:6][C:5]([C:1]([CH3:4])([CH3:2])[CH3:3])=[CH:41][CH:40]=5)[CH:17]=[CH:16][CH:15]=4)[N:19]=3)=[CH:29][CH:30]=2)[CH2:39][CH2:38]1)(=[O:51])[CH3:50]. The catalyst class is: 6. (7) Reactant: [CH:1]1([O:6][C:7]2[CH:8]=[C:9]([CH:15]([N:20]3[C:28](=[O:29])[C:27]4[C:22](=[CH:23][CH:24]=[CH:25][C:26]=4[NH:30][C:31](=[O:33])[CH3:32])[C:21]3=[O:34])[CH2:16][CH:17]([OH:19])[CH3:18])[CH:10]=[CH:11][C:12]=2[O:13][CH3:14])[CH2:5][CH2:4][CH2:3][CH2:2]1.[Cr](Cl)([O-])(=O)=O.[NH+]1C=CC=CC=1. Product: [CH:1]1([O:6][C:7]2[CH:8]=[C:9]([CH:15]([N:20]3[C:28](=[O:29])[C:27]4[C:22](=[CH:23][CH:24]=[CH:25][C:26]=4[NH:30][C:31](=[O:33])[CH3:32])[C:21]3=[O:34])[CH2:16][C:17](=[O:19])[CH3:18])[CH:10]=[CH:11][C:12]=2[O:13][CH3:14])[CH2:2][CH2:3][CH2:4][CH2:5]1. The catalyst class is: 2. (8) Reactant: [NH:1]1[C:9]2[C:4](=[CH:5][CH:6]=[CH:7][CH:8]=2)[C@@:3]2([C:21]3[C:12](=[CH:13][C:14]4[O:19][CH2:18][CH2:17][O:16][C:15]=4[CH:20]=3)[O:11][CH2:10]2)[C:2]1=[O:22].C(=O)([O-])[O-].[Cs+].[Cs+].Br[CH2:30][C:31]1[C:36]([C:37]([F:40])([F:39])[F:38])=[CH:35][CH:34]=[CH:33][N:32]=1. Product: [F:40][C:37]([F:38])([F:39])[C:36]1[C:31]([CH2:30][N:1]2[C:9]3[C:4](=[CH:5][CH:6]=[CH:7][CH:8]=3)[C@@:3]3([C:21]4[C:12](=[CH:13][C:14]5[O:19][CH2:18][CH2:17][O:16][C:15]=5[CH:20]=4)[O:11][CH2:10]3)[C:2]2=[O:22])=[N:32][CH:33]=[CH:34][CH:35]=1. The catalyst class is: 12. (9) Reactant: Br[C:2]1[S:3][CH:4]=[CH:5][C:6]=1[C:7]1[C:8](=[O:26])[N:9]([CH3:25])[C:10](=[O:24])[N:11]([C:14]2[CH:19]=[CH:18][CH:17]=[C:16]([C:20]([F:23])([F:22])[F:21])[CH:15]=2)[C:12]=1[CH3:13].[C:27]([C:29]1[CH:34]=[CH:33][C:32](B(O)O)=[CH:31][CH:30]=1)#[N:28].C(=O)([O-])[O-].[Na+].[Na+].O. Product: [CH3:25][N:9]1[C:8](=[O:26])[C:7]([C:6]2[CH:5]=[CH:4][S:3][C:2]=2[C:32]2[CH:33]=[CH:34][C:29]([C:27]#[N:28])=[CH:30][CH:31]=2)=[C:12]([CH3:13])[N:11]([C:14]2[CH:19]=[CH:18][CH:17]=[C:16]([C:20]([F:23])([F:22])[F:21])[CH:15]=2)[C:10]1=[O:24]. The catalyst class is: 602.